This data is from Forward reaction prediction with 1.9M reactions from USPTO patents (1976-2016). The task is: Predict the product of the given reaction. Given the reactants C[O:2][C:3]1[CH:8]=[CH:7][C:6]([C:9]2[C:17]3[C:12](=[CH:13][C:14]([C:18]4[CH:23]=[CH:22][CH:21]=[C:20]([N+:24]([O-:26])=[O:25])[CH:19]=4)=[CH:15][CH:16]=3)[N:11]([C:27]3[CH:32]=[CH:31][N:30]=[CH:29][CH:28]=3)[CH:10]=2)=[CH:5][CH:4]=1.B(Br)(Br)Br, predict the reaction product. The product is: [N+:24]([C:20]1[CH:19]=[C:18]([C:14]2[CH:13]=[C:12]3[C:17]([C:9]([C:6]4[CH:7]=[CH:8][C:3]([OH:2])=[CH:4][CH:5]=4)=[CH:10][N:11]3[C:27]3[CH:28]=[CH:29][N:30]=[CH:31][CH:32]=3)=[CH:16][CH:15]=2)[CH:23]=[CH:22][CH:21]=1)([O-:26])=[O:25].